From a dataset of Reaction yield outcomes from USPTO patents with 853,638 reactions. Predict the reaction yield, written as a fraction of the theoretical maximum amount of product (1.0 means a 100% yield; for example, 0.34 means a 34% yield). The reactants are C([N:3]([CH2:6][CH3:7])[CH2:4][CH3:5])C.Cl[C:9]1[N:18]=[C:17]2[C:12]([C:13](=[O:25])[C:14]([C:22]([OH:24])=[O:23])=[CH:15][N:16]2[CH:19]2[CH2:21][CH2:20]2)=[CH:11][C:10]=1[F:26]. The catalyst is C(#N)C. The product is [CH:19]1([N:16]2[C:17]3[C:12](=[CH:11][C:10]([F:26])=[C:9]([N:3]4[CH2:4][CH2:5][C:13](=[CH:14][CH2:22][OH:23])[CH2:7][CH2:6]4)[N:18]=3)[C:13](=[O:25])[C:14]([C:22]([OH:24])=[O:23])=[CH:15]2)[CH2:21][CH2:20]1. The yield is 0.400.